This data is from Forward reaction prediction with 1.9M reactions from USPTO patents (1976-2016). The task is: Predict the product of the given reaction. (1) The product is: [F:19][C:16]1[CH:17]=[C:18]2[C:13](=[CH:14][CH:15]=1)[NH:12][CH:11]=[C:10]2[CH2:9][CH2:8][N:1]1[CH2:6][CH2:5][CH2:4][CH2:3][CH2:2]1. Given the reactants [NH:1]1[CH2:6][CH2:5][CH2:4][CH2:3][CH2:2]1.Br[CH2:8][CH2:9][C:10]1[C:18]2[C:13](=[CH:14][CH:15]=[C:16]([F:19])[CH:17]=2)[NH:12][CH:11]=1, predict the reaction product. (2) Given the reactants [F:1][C:2]([C:5]1[CH:6]=[C:7]([CH2:13][N:14]2[C:19](=[O:20])[C:18]([O:21][C:22]3[C:23]([F:30])=[C:24]([CH:27]=[CH:28][CH:29]=3)[C:25]#[N:26])=[C:17]([C:31]([F:34])([F:33])[F:32])[N:16]=[CH:15]2)[CH:8]([O:11]C)[NH:9][N:10]=1)([F:4])[CH3:3].C[Si](Cl)(C)C, predict the reaction product. The product is: [F:1][C:2]([C:5]1[CH:6]=[C:7]([CH2:13][N:14]2[C:19](=[O:20])[C:18]([O:21][C:22]3[C:23]([F:30])=[C:24]([CH:27]=[CH:28][CH:29]=3)[C:25]#[N:26])=[C:17]([C:31]([F:32])([F:33])[F:34])[N:16]=[CH:15]2)[C:8](=[O:11])[NH:9][N:10]=1)([F:4])[CH3:3]. (3) Given the reactants C[O:2][C:3](=[O:18])[C:4]1[CH:9]=[C:8]([C:10]2[O:11][CH:12]=[CH:13][N:14]=2)[CH:7]=[C:6]([N+:15]([O-:17])=[O:16])[CH:5]=1.C1COCC1.O.O.[OH-].[Li+], predict the reaction product. The product is: [N+:15]([C:6]1[CH:5]=[C:4]([CH:9]=[C:8]([C:10]2[O:11][CH:12]=[CH:13][N:14]=2)[CH:7]=1)[C:3]([OH:18])=[O:2])([O-:17])=[O:16].